From a dataset of NCI-60 drug combinations with 297,098 pairs across 59 cell lines. Regression. Given two drug SMILES strings and cell line genomic features, predict the synergy score measuring deviation from expected non-interaction effect. (1) Drug 1: CC(C)(C#N)C1=CC(=CC(=C1)CN2C=NC=N2)C(C)(C)C#N. Drug 2: CC1C(C(CC(O1)OC2CC(CC3=C2C(=C4C(=C3O)C(=O)C5=CC=CC=C5C4=O)O)(C(=O)C)O)N)O. Cell line: UACC62. Synergy scores: CSS=61.8, Synergy_ZIP=0.0233, Synergy_Bliss=2.17, Synergy_Loewe=-5.62, Synergy_HSA=1.86. (2) Drug 1: CC12CCC3C(C1CCC2=O)CC(=C)C4=CC(=O)C=CC34C. Drug 2: C1=NC2=C(N1)C(=S)N=CN2. Cell line: MALME-3M. Synergy scores: CSS=52.0, Synergy_ZIP=-3.05, Synergy_Bliss=-7.03, Synergy_Loewe=-7.02, Synergy_HSA=-6.85. (3) Synergy scores: CSS=28.2, Synergy_ZIP=-1.70, Synergy_Bliss=0.161, Synergy_Loewe=-14.5, Synergy_HSA=0.915. Cell line: SNB-19. Drug 1: C1C(C(OC1N2C=NC3=C(N=C(N=C32)Cl)N)CO)O. Drug 2: CCC(=C(C1=CC=CC=C1)C2=CC=C(C=C2)OCCN(C)C)C3=CC=CC=C3.C(C(=O)O)C(CC(=O)O)(C(=O)O)O.